From a dataset of NCI-60 drug combinations with 297,098 pairs across 59 cell lines. Regression. Given two drug SMILES strings and cell line genomic features, predict the synergy score measuring deviation from expected non-interaction effect. (1) Drug 1: CC12CCC(CC1=CCC3C2CCC4(C3CC=C4C5=CN=CC=C5)C)O. Drug 2: C(CCl)NC(=O)N(CCCl)N=O. Cell line: UACC62. Synergy scores: CSS=-0.0190, Synergy_ZIP=-1.70, Synergy_Bliss=-2.50, Synergy_Loewe=-3.66, Synergy_HSA=-3.26. (2) Drug 2: C1CN1P(=S)(N2CC2)N3CC3. Cell line: COLO 205. Drug 1: C1=CC(=C2C(=C1NCCNCCO)C(=O)C3=C(C=CC(=C3C2=O)O)O)NCCNCCO. Synergy scores: CSS=57.2, Synergy_ZIP=3.09, Synergy_Bliss=4.58, Synergy_Loewe=1.65, Synergy_HSA=8.94. (3) Drug 1: CN(C)C1=NC(=NC(=N1)N(C)C)N(C)C. Drug 2: C1C(C(OC1N2C=NC3=C2NC=NCC3O)CO)O. Cell line: CAKI-1. Synergy scores: CSS=4.56, Synergy_ZIP=-4.21, Synergy_Bliss=-3.73, Synergy_Loewe=-2.19, Synergy_HSA=-1.17. (4) Drug 1: C1=CC(=CC=C1CC(C(=O)O)N)N(CCCl)CCCl.Cl. Drug 2: CC1=C(C(CCC1)(C)C)C=CC(=CC=CC(=CC(=O)O)C)C. Cell line: SF-539. Synergy scores: CSS=37.4, Synergy_ZIP=0.174, Synergy_Bliss=8.22, Synergy_Loewe=8.61, Synergy_HSA=8.90. (5) Drug 1: CC1=C(C(=CC=C1)Cl)NC(=O)C2=CN=C(S2)NC3=CC(=NC(=N3)C)N4CCN(CC4)CCO. Drug 2: C1CNP(=O)(OC1)N(CCCl)CCCl. Cell line: SF-295. Synergy scores: CSS=1.00, Synergy_ZIP=-0.205, Synergy_Bliss=3.27, Synergy_Loewe=-5.36, Synergy_HSA=0.376. (6) Drug 2: CC1=CC=C(C=C1)C2=CC(=NN2C3=CC=C(C=C3)S(=O)(=O)N)C(F)(F)F. Drug 1: C1=CC(=C2C(=C1NCCNCCO)C(=O)C3=C(C=CC(=C3C2=O)O)O)NCCNCCO. Cell line: BT-549. Synergy scores: CSS=43.3, Synergy_ZIP=5.06, Synergy_Bliss=3.83, Synergy_Loewe=-26.8, Synergy_HSA=4.15.